From a dataset of HIV replication inhibition screening data with 41,000+ compounds from the AIDS Antiviral Screen. Binary Classification. Given a drug SMILES string, predict its activity (active/inactive) in a high-throughput screening assay against a specified biological target. (1) The compound is O=C(C=Cc1ccc(O)c(O)c1)OC1C(O)CC(OC(=O)C=Cc2ccc(O)c(O)c2)(C(=O)O)CC1O. The result is 0 (inactive). (2) The drug is CCCCCC(CO)C(O)(C(F)(F)F)C(F)(F)F. The result is 0 (inactive). (3) The result is 0 (inactive). The drug is O=[N+]([O-])CCc1cccc([N+](=O)[O-])c1. (4) The compound is COC1(C)CCC2(O)C(=O)OC3C(O)COC32O1. The result is 0 (inactive). (5) The compound is CCOC(=O)Cc1nn2c(=O)cc(C)nc2s1. The result is 0 (inactive). (6) The compound is O=c1c2cc(Br)ccc2n(C2OC(CO)C(O)C(O)C2O)c(=S)n1-c1ccccc1. The result is 0 (inactive).